Dataset: NCI-60 drug combinations with 297,098 pairs across 59 cell lines. Task: Regression. Given two drug SMILES strings and cell line genomic features, predict the synergy score measuring deviation from expected non-interaction effect. (1) Drug 1: CN1CCC(CC1)COC2=C(C=C3C(=C2)N=CN=C3NC4=C(C=C(C=C4)Br)F)OC. Drug 2: CCN(CC)CCCC(C)NC1=C2C=C(C=CC2=NC3=C1C=CC(=C3)Cl)OC. Cell line: TK-10. Synergy scores: CSS=36.5, Synergy_ZIP=1.63, Synergy_Bliss=8.54, Synergy_Loewe=2.07, Synergy_HSA=10.4. (2) Drug 1: CC(C1=C(C=CC(=C1Cl)F)Cl)OC2=C(N=CC(=C2)C3=CN(N=C3)C4CCNCC4)N. Drug 2: C1=NC(=NC(=O)N1C2C(C(C(O2)CO)O)O)N. Cell line: NCI-H226. Synergy scores: CSS=8.90, Synergy_ZIP=-1.63, Synergy_Bliss=2.65, Synergy_Loewe=0.572, Synergy_HSA=0.609. (3) Drug 1: C1CCC(CC1)NC(=O)N(CCCl)N=O. Drug 2: CC12CCC3C(C1CCC2O)C(CC4=C3C=CC(=C4)O)CCCCCCCCCS(=O)CCCC(C(F)(F)F)(F)F. Cell line: 786-0. Synergy scores: CSS=17.3, Synergy_ZIP=-2.15, Synergy_Bliss=2.74, Synergy_Loewe=1.25, Synergy_HSA=1.73. (4) Drug 1: CC1C(C(CC(O1)OC2CC(CC3=C2C(=C4C(=C3O)C(=O)C5=C(C4=O)C(=CC=C5)OC)O)(C(=O)C)O)N)O.Cl. Drug 2: CC1=C2C(C(=O)C3(C(CC4C(C3C(C(C2(C)C)(CC1OC(=O)C(C(C5=CC=CC=C5)NC(=O)C6=CC=CC=C6)O)O)OC(=O)C7=CC=CC=C7)(CO4)OC(=O)C)O)C)OC(=O)C. Cell line: NCI/ADR-RES. Synergy scores: CSS=-0.167, Synergy_ZIP=1.87, Synergy_Bliss=1.36, Synergy_Loewe=-1.92, Synergy_HSA=-1.48. (5) Cell line: HCT-15. Drug 1: CCCCC(=O)OCC(=O)C1(CC(C2=C(C1)C(=C3C(=C2O)C(=O)C4=C(C3=O)C=CC=C4OC)O)OC5CC(C(C(O5)C)O)NC(=O)C(F)(F)F)O. Drug 2: C1=NC2=C(N1)C(=S)N=CN2. Synergy scores: CSS=34.8, Synergy_ZIP=-8.03, Synergy_Bliss=-3.86, Synergy_Loewe=-11.5, Synergy_HSA=-3.19. (6) Drug 1: C1CN1C2=NC(=NC(=N2)N3CC3)N4CC4. Drug 2: CN(C)N=NC1=C(NC=N1)C(=O)N. Cell line: RXF 393. Synergy scores: CSS=5.18, Synergy_ZIP=-5.06, Synergy_Bliss=-3.86, Synergy_Loewe=-3.03, Synergy_HSA=-1.52. (7) Drug 1: C1CC(=O)NC(=O)C1N2CC3=C(C2=O)C=CC=C3N. Drug 2: CCC1(C2=C(COC1=O)C(=O)N3CC4=CC5=C(C=CC(=C5CN(C)C)O)N=C4C3=C2)O.Cl. Cell line: MDA-MB-435. Synergy scores: CSS=14.1, Synergy_ZIP=-2.29, Synergy_Bliss=2.14, Synergy_Loewe=-19.6, Synergy_HSA=1.74. (8) Drug 2: CC1C(C(CC(O1)OC2CC(OC(C2O)C)OC3=CC4=CC5=C(C(=O)C(C(C5)C(C(=O)C(C(C)O)O)OC)OC6CC(C(C(O6)C)O)OC7CC(C(C(O7)C)O)OC8CC(C(C(O8)C)O)(C)O)C(=C4C(=C3C)O)O)O)O. Cell line: BT-549. Drug 1: CC1=C2C(C(=O)C3(C(CC4C(C3C(C(C2(C)C)(CC1OC(=O)C(C(C5=CC=CC=C5)NC(=O)C6=CC=CC=C6)O)O)OC(=O)C7=CC=CC=C7)(CO4)OC(=O)C)O)C)OC(=O)C. Synergy scores: CSS=53.9, Synergy_ZIP=3.47, Synergy_Bliss=7.19, Synergy_Loewe=-13.8, Synergy_HSA=6.07.